From a dataset of Forward reaction prediction with 1.9M reactions from USPTO patents (1976-2016). Predict the product of the given reaction. (1) Given the reactants Cl[C:2]1[N:10]([C:11]2[CH:16]=[CH:15][CH:14]=[CH:13][CH:12]=2)[C:9]2[C:8](=[O:17])[NH:7][CH:6]=[N:5][C:4]=2[C:3]=1[C:18]#[N:19].[C:20]([O:24][C:25](=[O:33])[NH:26][C@H:27]1[CH2:32][CH2:31][CH2:30][NH:29][CH2:28]1)([CH3:23])([CH3:22])[CH3:21], predict the reaction product. The product is: [C:20]([O:24][C:25](=[O:33])[NH:26][C@H:27]1[CH2:32][CH2:31][CH2:30][N:29]([C:2]2[N:10]([C:11]3[CH:16]=[CH:15][CH:14]=[CH:13][CH:12]=3)[C:9]3[C:8](=[O:17])[NH:7][CH:6]=[N:5][C:4]=3[C:3]=2[C:18]#[N:19])[CH2:28]1)([CH3:23])([CH3:21])[CH3:22]. (2) Given the reactants [Cl:1][C:2]1[CH:7]=[CH:6][C:5]([C@H:8]([NH:10][S@](C(C)(C)C)=O)[CH3:9])=[C:4]([C:17]([F:20])([F:19])[F:18])[CH:3]=1.Cl.O1CCOCC1.C(OCC)C, predict the reaction product. The product is: [Cl:1][C:2]1[CH:7]=[CH:6][C:5]([C@H:8]([NH2:10])[CH3:9])=[C:4]([C:17]([F:18])([F:19])[F:20])[CH:3]=1. (3) Given the reactants [C:1]([NH:4][C:5]1[C:10]([F:11])=[CH:9][C:8]([Cl:12])=[CH:7][N:6]=1)(=[O:3])[CH3:2].[CH:13](N1CCOCC1)=[O:14], predict the reaction product. The product is: [C:1]([NH:4][C:5]1[C:10]([F:11])=[C:9]([CH:13]=[O:14])[C:8]([Cl:12])=[CH:7][N:6]=1)(=[O:3])[CH3:2].